Dataset: NCI-60 drug combinations with 297,098 pairs across 59 cell lines. Task: Regression. Given two drug SMILES strings and cell line genomic features, predict the synergy score measuring deviation from expected non-interaction effect. (1) Drug 1: C1=NC2=C(N1)C(=S)N=C(N2)N. Drug 2: C#CCC(CC1=CN=C2C(=N1)C(=NC(=N2)N)N)C3=CC=C(C=C3)C(=O)NC(CCC(=O)O)C(=O)O. Cell line: NCI-H322M. Synergy scores: CSS=40.5, Synergy_ZIP=3.65, Synergy_Bliss=5.86, Synergy_Loewe=6.36, Synergy_HSA=6.28. (2) Cell line: SK-MEL-5. Drug 1: CCC1(CC2CC(C3=C(CCN(C2)C1)C4=CC=CC=C4N3)(C5=C(C=C6C(=C5)C78CCN9C7C(C=CC9)(C(C(C8N6C)(C(=O)OC)O)OC(=O)C)CC)OC)C(=O)OC)O.OS(=O)(=O)O. Drug 2: CC1=C(C=C(C=C1)C(=O)NC2=CC(=CC(=C2)C(F)(F)F)N3C=C(N=C3)C)NC4=NC=CC(=N4)C5=CN=CC=C5. Synergy scores: CSS=0.0975, Synergy_ZIP=1.62, Synergy_Bliss=4.69, Synergy_Loewe=-69.0, Synergy_HSA=-0.468. (3) Drug 1: CC1=CC=C(C=C1)C2=CC(=NN2C3=CC=C(C=C3)S(=O)(=O)N)C(F)(F)F. Drug 2: CS(=O)(=O)OCCCCOS(=O)(=O)C. Cell line: NCI-H322M. Synergy scores: CSS=-3.37, Synergy_ZIP=0.787, Synergy_Bliss=-1.60, Synergy_Loewe=-6.37, Synergy_HSA=-4.34. (4) Drug 1: CC1=CC=C(C=C1)C2=CC(=NN2C3=CC=C(C=C3)S(=O)(=O)N)C(F)(F)F. Drug 2: C1=CC=C(C=C1)NC(=O)CCCCCCC(=O)NO. Cell line: NCI/ADR-RES. Synergy scores: CSS=44.3, Synergy_ZIP=-4.52, Synergy_Bliss=-7.32, Synergy_Loewe=-36.6, Synergy_HSA=-3.32. (5) Drug 1: C1=CN(C(=O)N=C1N)C2C(C(C(O2)CO)O)O.Cl. Drug 2: C1=CN(C=N1)CC(O)(P(=O)(O)O)P(=O)(O)O. Cell line: RPMI-8226. Synergy scores: CSS=21.8, Synergy_ZIP=-1.14, Synergy_Bliss=-5.72, Synergy_Loewe=-7.13, Synergy_HSA=-2.40. (6) Drug 1: COC1=C(C=C2C(=C1)N=CN=C2NC3=CC(=C(C=C3)F)Cl)OCCCN4CCOCC4. Drug 2: CC1C(C(CC(O1)OC2CC(OC(C2O)C)OC3=CC4=CC5=C(C(=O)C(C(C5)C(C(=O)C(C(C)O)O)OC)OC6CC(C(C(O6)C)O)OC7CC(C(C(O7)C)O)OC8CC(C(C(O8)C)O)(C)O)C(=C4C(=C3C)O)O)O)O. Cell line: UACC62. Synergy scores: CSS=26.3, Synergy_ZIP=4.54, Synergy_Bliss=7.02, Synergy_Loewe=9.09, Synergy_HSA=8.71. (7) Drug 2: CC12CCC3C(C1CCC2OP(=O)(O)O)CCC4=C3C=CC(=C4)OC(=O)N(CCCl)CCCl.[Na+]. Drug 1: CC1CCC2CC(C(=CC=CC=CC(CC(C(=O)C(C(C(=CC(C(=O)CC(OC(=O)C3CCCCN3C(=O)C(=O)C1(O2)O)C(C)CC4CCC(C(C4)OC)OCCO)C)C)O)OC)C)C)C)OC. Synergy scores: CSS=9.63, Synergy_ZIP=-1.33, Synergy_Bliss=4.48, Synergy_Loewe=-10.7, Synergy_HSA=1.67. Cell line: SK-OV-3.